Dataset: Reaction yield outcomes from USPTO patents with 853,638 reactions. Task: Predict the reaction yield, written as a fraction of the theoretical maximum amount of product (1.0 means a 100% yield; for example, 0.34 means a 34% yield). (1) The yield is 0.980. The reactants are COC1C=C(OC)C=CC=1C[N:6]([C:30]1[CH:35]=[CH:34][N:33]=[CH:32][N:31]=1)[S:7]([C:10]1[CH:15]=[C:14]([CH3:16])[C:13]([O:17][C@H:18]2[CH2:22][CH2:21][CH2:20][C@@H:19]2[C:23]2[N:27]([CH3:28])[N:26]=[CH:25][CH:24]=2)=[CH:12][C:11]=1[F:29])(=[O:9])=[O:8].C([SiH](CC)CC)C.FC(F)(F)C(O)=O. The product is [F:29][C:11]1[CH:12]=[C:13]([O:17][C@H:18]2[CH2:22][CH2:21][CH2:20][C@@H:19]2[C:23]2[N:27]([CH3:28])[N:26]=[CH:25][CH:24]=2)[C:14]([CH3:16])=[CH:15][C:10]=1[S:7]([NH:6][C:30]1[CH:35]=[CH:34][N:33]=[CH:32][N:31]=1)(=[O:8])=[O:9]. The catalyst is ClCCl. (2) The reactants are Cl[C:2]1[C:7]([N:8]2[CH2:13][CH2:12][NH:11][CH2:10][C@H:9]2[CH3:14])=[N:6][CH:5]=[CH:4][N:3]=1.[CH3:15][N:16]([CH3:30])[CH2:17]/[CH:18]=[CH:19]\[C:20]1[C:25]([O:26][CH2:27][CH2:28][OH:29])=[CH:24][CH:23]=[CH:22][N:21]=1. No catalyst specified. The product is [CH3:30][N:16]([CH3:15])[CH2:17]/[CH:18]=[CH:19]\[C:20]1[C:25]([O:26][CH2:27][CH2:28][O:29][C:2]2[C:7]([N:8]3[CH2:13][CH2:12][NH:11][CH2:10][C@H:9]3[CH3:14])=[N:6][CH:5]=[CH:4][N:3]=2)=[CH:24][CH:23]=[CH:22][N:21]=1. The yield is 0.120. (3) The reactants are C([OH:3])C.[OH:4][C:5]1[C:6]([C:19](=NO)[CH2:20][CH2:21][C:22]2[S:23][C:24]3[CH:33]=[C:32]([C:34]([F:37])([F:36])[F:35])[CH:31]=[CH:30][C:25]=3[C:26]=2[CH2:27][CH2:28][CH3:29])=[CH:7][C:8]([CH3:18])=[C:9]([CH:17]=1)[O:10][CH2:11][C:12]([O:14]CC)=[O:13].O.[OH-].[Li+].Cl. The catalyst is O. The product is [OH:4][C:5]1[C:6]([C:19](=[O:3])[CH2:20][CH2:21][C:22]2[S:23][C:24]3[CH:33]=[C:32]([C:34]([F:36])([F:35])[F:37])[CH:31]=[CH:30][C:25]=3[C:26]=2[CH2:27][CH2:28][CH3:29])=[CH:7][C:8]([CH3:18])=[C:9]([CH:17]=1)[O:10][CH2:11][C:12]([OH:14])=[O:13]. The yield is 0.690. (4) The reactants are C1(C(C2C=CC=CC=2)[N:8]2[C:16]3[C:11](=[CH:12][CH:13]=[CH:14][CH:15]=3)[C:10]3([C:24]4[C:19](=[CH:20][N:21]=[C:22]([O:25][CH3:26])[CH:23]=4)[O:18][CH2:17]3)[C:9]2=[O:27])C=CC=CC=1.C([SiH](CC)CC)C. The catalyst is FC(F)(F)C(O)=O. The product is [CH3:26][O:25][C:22]1[CH:23]=[C:24]2[C:10]3([C:11]4[C:16](=[CH:15][CH:14]=[CH:13][CH:12]=4)[NH:8][C:9]3=[O:27])[CH2:17][O:18][C:19]2=[CH:20][N:21]=1. The yield is 0.500.